Dataset: Reaction yield outcomes from USPTO patents with 853,638 reactions. Task: Predict the reaction yield, written as a fraction of the theoretical maximum amount of product (1.0 means a 100% yield; for example, 0.34 means a 34% yield). (1) The reactants are Cl.[N:2]1[CH:3]=[CH:4][N:5]2[CH:10]=[CH:9][N:8]=[C:7]([N:11]3[CH2:15][CH2:14][C@H:13]([NH2:16])[CH2:12]3)[C:6]=12.[CH:17]([C:20]1[CH:21]=[N:22][C:23]([C:26](O)=[O:27])=[N:24][CH:25]=1)([CH3:19])[CH3:18].C(N(CC)C(C)C)C.CN(C(ON1N=NC2C=CC=NC1=2)=[N+](C)C)C.F[P-](F)(F)(F)(F)F. The catalyst is CN(C=O)C.C(OCC)(=O)C. The product is [N:2]1[CH:3]=[CH:4][N:5]2[CH:10]=[CH:9][N:8]=[C:7]([N:11]3[CH2:15][CH2:14][C@H:13]([NH:16][C:26]([C:23]4[N:22]=[CH:21][C:20]([CH:17]([CH3:19])[CH3:18])=[CH:25][N:24]=4)=[O:27])[CH2:12]3)[C:6]=12. The yield is 0.320. (2) The reactants are [Cl:1][C:2]1[C:3]([CH3:26])=[N:4][O:5][C:6]=1[N:7]([CH2:20][O:21][CH2:22][CH2:23][O:24][CH3:25])[S:8]([C:11]1[C:19]2[C:14](=[N:15][CH:16]=[CH:17][CH:18]=2)[S:13][CH:12]=1)(=[O:10])=[O:9].[Li]C(C)(C)C.[CH:32]1[C:37]([CH:38]=[O:39])=[CH:36][C:35]2[O:40][CH2:41][O:42][C:34]=2[CH:33]=1. The catalyst is C1COCC1. The product is [Cl:1][C:2]1[C:3]([CH3:26])=[N:4][O:5][C:6]=1[N:7]([CH2:20][O:21][CH2:22][CH2:23][O:24][CH3:25])[S:8]([C:11]1[C:19]2[C:14](=[N:15][CH:16]=[CH:17][CH:18]=2)[S:13][C:12]=1[CH:38]([OH:39])[C:37]1[CH:32]=[CH:33][C:34]2[O:42][CH2:41][O:40][C:35]=2[CH:36]=1)(=[O:9])=[O:10]. The yield is 0.440. (3) The reactants are C([Si](C)(C)[O:6][C:7]1[CH:12]=[CH:11][CH:10]=[CH:9][C:8]=1[NH:13][C:14](=[O:34])[C:15]1[CH:20]=[CH:19][C:18]([CH2:21][S:22][C:23]2[NH:27][C:26]3[CH:28]=[CH:29][C:30]([O:32][CH3:33])=[CH:31][C:25]=3[N:24]=2)=[CH:17][CH:16]=1)(C)(C)C.CCCC[N+](CCCC)(CCCC)CCCC.[F-]. The catalyst is C1COCC1. The product is [OH:6][C:7]1[CH:12]=[CH:11][CH:10]=[CH:9][C:8]=1[NH:13][C:14](=[O:34])[C:15]1[CH:16]=[CH:17][C:18]([CH2:21][S:22][C:23]2[NH:27][C:26]3[CH:28]=[CH:29][C:30]([O:32][CH3:33])=[CH:31][C:25]=3[N:24]=2)=[CH:19][CH:20]=1. The yield is 0.610. (4) The reactants are [N:1]1[C:6]2[CH:7]=[CH:8][NH:9][C:5]=2[C:4](=O)[NH:3][CH:2]=1.P(Cl)(Cl)([Cl:13])=O.[NH4+].[OH-]. No catalyst specified. The product is [Cl:13][C:4]1[N:3]=[CH:2][NH:1][C:6]2=[CH:7][CH:8]=[N:9][C:5]=12. The yield is 0.890.